Dataset: TCR-epitope binding with 47,182 pairs between 192 epitopes and 23,139 TCRs. Task: Binary Classification. Given a T-cell receptor sequence (or CDR3 region) and an epitope sequence, predict whether binding occurs between them. (1) The epitope is GLCTLVAML. The TCR CDR3 sequence is CSVGMDGVTNEKLFF. Result: 1 (the TCR binds to the epitope). (2) The epitope is TTLPVNVAF. The TCR CDR3 sequence is CASSIAGRGGYSPLHF. Result: 0 (the TCR does not bind to the epitope). (3) The epitope is KPLEFGATSAAL. The TCR CDR3 sequence is CASSWGLAGNSYNEQFF. Result: 1 (the TCR binds to the epitope). (4) The TCR CDR3 sequence is CASSLAASMGETQYF. The epitope is MPASWVMRI. Result: 0 (the TCR does not bind to the epitope). (5) The epitope is KPLEFGATSAAL. The TCR CDR3 sequence is CATLGDSQNIQYF. Result: 1 (the TCR binds to the epitope). (6) The TCR CDR3 sequence is CASSPRQGAGEQYF. The epitope is KLPDDFTGCV. Result: 1 (the TCR binds to the epitope). (7) The epitope is YIFFASFYY. The TCR CDR3 sequence is CASSRTSGYNEQFF. Result: 0 (the TCR does not bind to the epitope). (8) The epitope is RAKFKQLL. The TCR CDR3 sequence is CASSPGTNYGYTF. Result: 1 (the TCR binds to the epitope).